This data is from Reaction yield outcomes from USPTO patents with 853,638 reactions. The task is: Predict the reaction yield, written as a fraction of the theoretical maximum amount of product (1.0 means a 100% yield; for example, 0.34 means a 34% yield). (1) The catalyst is CN(C)C=O. The yield is 0.160. The product is [N:32]1[CH:31]=[CH:30][C:29]([C:27]2[N:26]=[CH:25][N:24]=[C:23]([NH:20][C:21]3[O:13][C@:5]4([CH2:4][N:3]=3)[CH:10]3[CH2:9][CH2:8][N:7]([CH2:12][CH2:11]3)[CH2:6]4)[CH:28]=2)=[CH:34][CH:33]=1. The reactants are Cl.Cl.[NH2:3][CH2:4][C@@:5]1([OH:13])[CH:10]2[CH2:11][CH2:12][N:7]([CH2:8][CH2:9]2)[CH2:6]1.C([O-])([O-])=O.[Cs+].[Cs+].[N:20]([C:23]1[CH:28]=[C:27]([C:29]2[CH:34]=[CH:33][N:32]=[CH:31][CH:30]=2)[N:26]=[CH:25][N:24]=1)=[C:21]=S.C(N=C=NC(C)C)(C)C. (2) The reactants are [CH2:1]([O:8][C@H:9]1[C@@H:14]([O:15][CH2:16][C:17]2[CH:22]=[CH:21][CH:20]=[CH:19][CH:18]=2)[C@H:13]([O:23][CH2:24][C:25]2[CH:30]=[CH:29][CH:28]=[CH:27][CH:26]=2)[C@@H:12]([CH2:31][O:32][CH2:33][C:34]2[CH:39]=[CH:38][CH:37]=[CH:36][CH:35]=2)[O:11][C@:10]1([CH3:41])[OH:40])[C:2]1[CH:7]=[CH:6][CH:5]=[CH:4][CH:3]=1.O[CH2:43][CH2:44][C:45]1[CH:54]=[CH:53][C:48]([C:49]([NH:51][CH3:52])=[O:50])=[CH:47][CH:46]=1.FC(F)(F)S(O[Si](C)(C)C)(=O)=O.CCN(CC)CC. The catalyst is C(Cl)Cl. The product is [CH3:52][NH:51][C:49](=[O:50])[C:48]1[CH:53]=[CH:54][C:45]([CH2:44][CH2:43][O:40][C@:10]2([CH3:41])[C@@H:9]([O:8][CH2:1][C:2]3[CH:7]=[CH:6][CH:5]=[CH:4][CH:3]=3)[C@@H:14]([O:15][CH2:16][C:17]3[CH:22]=[CH:21][CH:20]=[CH:19][CH:18]=3)[C@H:13]([O:23][CH2:24][C:25]3[CH:26]=[CH:27][CH:28]=[CH:29][CH:30]=3)[C@@H:12]([CH2:31][O:32][CH2:33][C:34]3[CH:35]=[CH:36][CH:37]=[CH:38][CH:39]=3)[O:11]2)=[CH:46][CH:47]=1. The yield is 0.450. (3) The yield is 0.860. The product is [F:1][C:2]1[CH:7]=[CH:6][C:5]([C:8]2[S:12][C:11]3[CH:13]=[C:14]([O:17][CH3:18])[CH:15]=[CH:16][C:10]=3[C:9]=2[O:19][C:20]2[CH:21]=[CH:22][C:23](/[CH:26]=[CH:27]/[C:28]([NH:39][O:38][CH:33]3[CH2:34][CH2:35][CH2:36][CH2:37][O:32]3)=[O:29])=[CH:24][CH:25]=2)=[C:4]([CH3:31])[CH:3]=1. The reactants are [F:1][C:2]1[CH:7]=[CH:6][C:5]([C:8]2[S:12][C:11]3[CH:13]=[C:14]([O:17][CH3:18])[CH:15]=[CH:16][C:10]=3[C:9]=2[O:19][C:20]2[CH:25]=[CH:24][C:23](/[CH:26]=[CH:27]/[C:28](O)=[O:29])=[CH:22][CH:21]=2)=[C:4]([CH3:31])[CH:3]=1.[O:32]1[CH2:37][CH2:36][CH2:35][CH2:34][CH:33]1[O:38][NH2:39].CN(C(ON1N=NC2C=CC=NC1=2)=[N+](C)C)C.F[P-](F)(F)(F)(F)F.CCN(C(C)C)C(C)C. The catalyst is CN(C=O)C. (4) The reactants are [NH:1]1[C:9]2[C:4](=[CH:5][CH:6]=[CH:7][CH:8]=2)[CH2:3][C:2]1=[O:10].[N:11]1([CH2:17][CH2:18][O:19][C:20]2[CH:21]=[C:22]3[C:26](=[CH:27][CH:28]=2)[NH:25][C:24]([CH:29]=O)=[CH:23]3)[CH2:16][CH2:15][O:14][CH2:13][CH2:12]1.N1CCCCC1. The catalyst is C(O)C. The product is [N:11]1([CH2:17][CH2:18][O:19][C:20]2[CH:21]=[C:22]3[C:26](=[CH:27][CH:28]=2)[NH:25][C:24]([CH:29]=[C:3]2[C:4]4[C:9](=[CH:8][CH:7]=[CH:6][CH:5]=4)[NH:1][C:2]2=[O:10])=[CH:23]3)[CH2:12][CH2:13][O:14][CH2:15][CH2:16]1. The yield is 0.950. (5) No catalyst specified. The product is [CH3:1][O:2][C:3]1[CH:8]=[CH:7][CH:6]=[CH:5][C:4]=1[O:9][C:11]1[CH:16]=[CH:15][CH:14]=[CH:13][C:12]=1[N+:17]([O-:19])=[O:18]. The yield is 0.810. The reactants are [CH3:1][O:2][C:3]1[CH:8]=[CH:7][CH:6]=[CH:5][C:4]=1[OH:9].F[C:11]1[CH:16]=[CH:15][CH:14]=[CH:13][C:12]=1[N+:17]([O-:19])=[O:18].COC1C=CC=CC=1OC1C=CC=CC=1N.NC1SC=CN=1.